This data is from Full USPTO retrosynthesis dataset with 1.9M reactions from patents (1976-2016). The task is: Predict the reactants needed to synthesize the given product. (1) Given the product [C:1]([C:3]1[CH:8]=[CH:7][C:6]([CH:9]2[C:18]3[C:13](=[CH:14][CH:15]=[N:16][C:17]=3[O:19][CH2:32][CH3:33])[NH:12][C:11]([CH3:20])=[C:10]2[C:21]([O:23][CH2:24][CH2:25][C:26]#[N:27])=[O:22])=[C:5]([O:28][CH3:29])[CH:4]=1)#[N:2], predict the reactants needed to synthesize it. The reactants are: [C:1]([C:3]1[CH:8]=[CH:7][C:6]([CH:9]2[C:18]3[C:17](=[O:19])[NH:16][CH:15]=[CH:14][C:13]=3[NH:12][C:11]([CH3:20])=[C:10]2[C:21]([O:23][CH2:24][CH2:25][C:26]#[N:27])=[O:22])=[C:5]([O:28][CH3:29])[CH:4]=1)#[N:2].C(OCC)(OCC)O[CH2:32][CH3:33]. (2) Given the product [N+:41]([C:44]1[CH:51]=[CH:50][C:47]([CH2:48][CH:53]([C:54]([O:56][CH2:57][CH3:58])=[O:55])[C:52]([O:60][CH2:61][CH3:62])=[O:59])=[CH:46][CH:45]=1)([O-:43])=[O:42], predict the reactants needed to synthesize it. The reactants are: C(O)CCO.CC1C=CC(S(OCC(CC2C=CC([N+]([O-])=O)=CC=2)COS(C2C=CC(C)=CC=2)(=O)=O)(=O)=O)=CC=1.[N+:41]([C:44]1[CH:51]=[CH:50][C:47]([CH2:48]Br)=[CH:46][CH:45]=1)([O-:43])=[O:42].[C:52]([O:60][CH2:61][CH3:62])(=[O:59])[CH2:53][C:54]([O:56][CH2:57][CH3:58])=[O:55].C([O-])([O-])=O.[K+].[K+]. (3) Given the product [C:1]([O:5][C:6](=[O:7])[NH:8][C@@H:9]([CH2:13][CH2:14][CH2:15][CH2:16][CH2:17][C:18](=[O:21])[CH2:19][CH3:20])[C:10]([NH:44][CH2:45][C:46]([C:48]1[C:49](=[O:59])[N:50]([CH3:58])[C:51]2[C:56]([CH:57]=1)=[CH:55][CH:54]=[CH:53][CH:52]=2)=[O:47])=[O:12])([CH3:2])([CH3:3])[CH3:4], predict the reactants needed to synthesize it. The reactants are: [C:1]([O:5][C:6]([NH:8][C@@H:9]([CH2:13][CH2:14][CH2:15][CH2:16][CH2:17][C:18](=[O:21])[CH2:19][CH3:20])[C:10]([OH:12])=O)=[O:7])([CH3:4])([CH3:3])[CH3:2].CCN=C=NCCCN(C)C.Cl.C1C=CC2N(O)N=NC=2C=1.[NH2:44][CH2:45][C:46]([C:48]1[C:49](=[O:59])[N:50]([CH3:58])[C:51]2[C:56]([CH:57]=1)=[CH:55][CH:54]=[CH:53][CH:52]=2)=[O:47].CCN(C(C)C)C(C)C. (4) Given the product [C:9]([O:8][C:6](=[O:7])[C:5]1[CH:13]=[CH:14][C:2]([O:15][C:16]2[CH:23]=[CH:22][CH:21]=[C:18]([C:19]#[N:20])[CH:17]=2)=[CH:3][CH:4]=1)([CH3:12])([CH3:11])[CH3:10], predict the reactants needed to synthesize it. The reactants are: F[C:2]1[CH:14]=[CH:13][C:5]([C:6]([O:8][C:9]([CH3:12])([CH3:11])[CH3:10])=[O:7])=[CH:4][CH:3]=1.[OH:15][C:16]1[CH:17]=[C:18]([CH:21]=[CH:22][CH:23]=1)[C:19]#[N:20].C(=O)([O-])[O-].[K+].[K+]. (5) Given the product [Br:7][C:8]1[CH:9]=[C:10]2[C:15](=[CH:16][C:17]=1[Cl:18])[N:14]([CH3:1])[C:13](=[O:19])[CH2:12][CH2:11]2, predict the reactants needed to synthesize it. The reactants are: [CH3:1]C(C)([O-])C.[K+].[Br:7][C:8]1[CH:9]=[C:10]2[C:15](=[CH:16][C:17]=1[Cl:18])[NH:14][C:13](=[O:19])[CH2:12][CH2:11]2.CI.O. (6) Given the product [C:21]([N:4]1[CH2:3][C:2]([CH3:15])([CH3:1])[C:11]2[C:6](=[CH:7][C:8]([N+:12]([O-:14])=[O:13])=[CH:9][CH:10]=2)[CH2:5]1)([O:20][C:17]([CH3:19])([CH3:18])[CH3:16])=[O:22], predict the reactants needed to synthesize it. The reactants are: [CH3:1][C:2]1([CH3:15])[C:11]2[C:6](=[CH:7][C:8]([N+:12]([O-:14])=[O:13])=[CH:9][CH:10]=2)[CH2:5][NH:4][CH2:3]1.[CH3:16][C:17]([O:20][C:21](O[C:21]([O:20][C:17]([CH3:19])([CH3:18])[CH3:16])=[O:22])=[O:22])([CH3:19])[CH3:18].